Dataset: Catalyst prediction with 721,799 reactions and 888 catalyst types from USPTO. Task: Predict which catalyst facilitates the given reaction. (1) Product: [Cl:1][C:2]1[CH:11]=[C:10]2[C:5]([C:6](=[O:18])[C:7]([C:15]([OH:17])=[O:16])=[CH:8][N:9]2[CH:12]2[CH2:14][CH2:13]2)=[CH:4][C:3]=1[NH:9][CH2:8][CH2:7][O:20][CH2:5][CH2:6][OH:18]. The catalyst class is: 2. Reactant: [Cl:1][C:2]1[CH:11]=[C:10]2[C:5]([C:6](=[O:18])[C:7]([C:15]([OH:17])=[O:16])=[CH:8][N:9]2[CH:12]2[CH2:14][CH2:13]2)=[CH:4][C:3]=1F.[OH2:20]. (2) Reactant: Br[CH2:2][CH2:3][CH2:4][CH2:5][CH2:6][C:7]([C:9]1[O:10][C:11]([C:14]2[CH:19]=[CH:18][CH:17]=[CH:16][N:15]=2)=[CH:12][N:13]=1)=[O:8].C([O-])([O-])=O.[K+].[K+].CNC1C=CC=CC=1. Product: [CH:6]1([C:7]([C:9]2[O:10][C:11]([C:14]3[CH:19]=[CH:18][CH:17]=[CH:16][N:15]=3)=[CH:12][N:13]=2)=[O:8])[CH2:5][CH2:4][CH2:3][CH2:2]1. The catalyst class is: 31. (3) Reactant: [CH2:1]([O:3][C:4](=[O:21])[CH2:5][CH:6]1[CH2:11][CH2:10][N:9]([C:12]2[CH:17]=[CH:16][CH:15]=[CH:14][C:13]=2[N+:18]([O-])=O)[CH2:8][CH2:7]1)[CH3:2]. Product: [CH2:1]([O:3][C:4](=[O:21])[CH2:5][CH:6]1[CH2:7][CH2:8][N:9]([C:12]2[CH:17]=[CH:16][CH:15]=[CH:14][C:13]=2[NH2:18])[CH2:10][CH2:11]1)[CH3:2]. The catalyst class is: 19. (4) Reactant: O.[NH:2]([C:4]1[CH:11]=[CH:10][C:7]([C:8]#[N:9])=[CH:6][N:5]=1)N.O=[C:13]([C:19]1[CH:24]=[CH:23][CH:22]=[CH:21][CH:20]=1)[CH2:14][NH:15][C:16](=[O:18])[CH3:17]. Product: [C:8]([C:7]1[CH:10]=[C:11]2[C:14]([NH:15][C:16](=[O:18])[CH3:17])=[C:13]([C:19]3[CH:24]=[CH:23][CH:22]=[CH:21][CH:20]=3)[NH:2][C:4]2=[N:5][CH:6]=1)#[N:9]. The catalyst class is: 98. (5) The catalyst class is: 12. Reactant: [F:1][C:2]([F:15])([F:14])[C:3]1[C:8]([F:9])=[C:7]([F:10])[C:6](F)=[C:5]([F:12])[C:4]=1[F:13].[NH4+:16].[OH-]. Product: [F:10][C:7]1[C:8]([F:9])=[C:3]([C:2]([F:15])([F:14])[F:1])[C:4]([F:13])=[C:5]([F:12])[C:6]=1[NH2:16]. (6) Reactant: I([O-])(=O)(=O)=[O:2].[Na+].[F:7][C:8]1[CH:9]=[C:10]2[C:15](=[CH:16][CH:17]=1)[N:14]=[C:13]([CH:18]=CN(C)C)[N:12]([C:23]1[C:24]([CH3:29])=[N:25][CH:26]=[CH:27][CH:28]=1)[C:11]2=[O:30]. Product: [F:7][C:8]1[CH:9]=[C:10]2[C:15](=[CH:16][CH:17]=1)[N:14]=[C:13]([CH:18]=[O:2])[N:12]([C:23]1[C:24]([CH3:29])=[N:25][CH:26]=[CH:27][CH:28]=1)[C:11]2=[O:30]. The catalyst class is: 7. (7) Reactant: [O:1]=[C:2]1[C:10]([C:11]([O:13]CC)=[O:12])=[C:5]2[CH2:6][O:7][CH2:8][CH2:9][N:4]2[N:3]1[C:16]1[CH:21]=[CH:20][CH:19]=[CH:18][CH:17]=1.[OH-].[Na+]. Product: [O:1]=[C:2]1[C:10]([C:11]([OH:13])=[O:12])=[C:5]2[CH2:6][O:7][CH2:8][CH2:9][N:4]2[N:3]1[C:16]1[CH:21]=[CH:20][CH:19]=[CH:18][CH:17]=1. The catalyst class is: 14.